From a dataset of Forward reaction prediction with 1.9M reactions from USPTO patents (1976-2016). Predict the product of the given reaction. (1) Given the reactants [F:1][C:2]([F:16])([F:15])[C:3]([NH:5][C:6]1[CH:11]=[C:10]([O:12][CH3:13])[CH:9]=[CH:8][C:7]=1I)=[O:4].[C:17]([Si:19]([CH3:22])([CH3:21])[CH3:20])#[CH:18].C(N(CC)CC)C, predict the reaction product. The product is: [F:1][C:2]([F:16])([F:15])[C:3]([NH:5][C:6]1[CH:11]=[C:10]([O:12][CH3:13])[CH:9]=[CH:8][C:7]=1[C:18]#[C:17][Si:19]([CH3:22])([CH3:21])[CH3:20])=[O:4]. (2) Given the reactants [Cl:1][C:2]1[C:10]2[O:9][CH:8]([CH2:11][NH:12][C:13](=[O:19])[O:14][C:15]([CH3:18])([CH3:17])[CH3:16])[CH2:7][C:6]=2[CH:5]=[C:4]([OH:20])[CH:3]=1.[C:21]([C:24]1[S:25][C:26](Br)=[CH:27][CH:28]=1)(=[O:23])[CH3:22].C(=O)([O-])[O-].[K+].[K+].O, predict the reaction product. The product is: [C:21]([C:24]1[S:25][C:26]([O:20][C:4]2[CH:3]=[C:2]([Cl:1])[C:10]3[O:9][CH:8]([CH2:11][NH:12][C:13](=[O:19])[O:14][C:15]([CH3:17])([CH3:16])[CH3:18])[CH2:7][C:6]=3[CH:5]=2)=[CH:27][CH:28]=1)(=[O:23])[CH3:22].